Dataset: Reaction yield outcomes from USPTO patents with 853,638 reactions. Task: Predict the reaction yield, written as a fraction of the theoretical maximum amount of product (1.0 means a 100% yield; for example, 0.34 means a 34% yield). (1) The reactants are [H-].[Na+].[F:3][C:4]([F:8])([F:7])[CH2:5][OH:6].[Br:9][C:10]1[CH:11]=[N:12][CH:13]=[C:14](Br)[CH:15]=1. The catalyst is CN(C=O)C.O. The product is [Br:9][C:10]1[CH:11]=[N:12][CH:13]=[C:14]([O:6][CH2:5][C:4]([F:8])([F:7])[F:3])[CH:15]=1. The yield is 0.460. (2) The reactants are I[C:2]1[N:7]=[C:6]([CH3:8])[N:5]=[C:4]([S:9][CH3:10])[N:3]=1.[F:11][C:12]1[C:17]([Sn](CCCC)(CCCC)CCCC)=[N:16][CH:15]=[CH:14][N:13]=1. The catalyst is C1(C)C=CC=CC=1.C1C=CC([P]([Pd]([P](C2C=CC=CC=2)(C2C=CC=CC=2)C2C=CC=CC=2)([P](C2C=CC=CC=2)(C2C=CC=CC=2)C2C=CC=CC=2)[P](C2C=CC=CC=2)(C2C=CC=CC=2)C2C=CC=CC=2)(C2C=CC=CC=2)C2C=CC=CC=2)=CC=1. The product is [F:11][C:12]1[C:17]([C:2]2[N:7]=[C:6]([CH3:8])[N:5]=[C:4]([S:9][CH3:10])[N:3]=2)=[N:16][CH:15]=[CH:14][N:13]=1. The yield is 0.473.